This data is from Reaction yield outcomes from USPTO patents with 853,638 reactions. The task is: Predict the reaction yield, written as a fraction of the theoretical maximum amount of product (1.0 means a 100% yield; for example, 0.34 means a 34% yield). (1) The yield is 0.850. The product is [CH3:1][C:2]1[C:7]([O:8][C:14]2[C:15]([C:18]#[N:19])=[N:16][CH:17]=[C:12]([S:29][C:24]3[CH:25]=[CH:26][CH:27]=[CH:28][N:23]=3)[CH:13]=2)=[CH:6][CH:5]=[CH:4][N:3]=1. The catalyst is CN(C=O)C. The reactants are [CH3:1][C:2]1[C:7]([OH:8])=[CH:6][CH:5]=[CH:4][N:3]=1.[H-].[Na+].Br[C:12]1[CH:13]=[C:14]([N+]([O-])=O)[C:15]([C:18]#[N:19])=[N:16][CH:17]=1.[N:23]1[CH:28]=[CH:27][CH:26]=[CH:25][C:24]=1[SH:29]. (2) The reactants are [CH2:1]([C@@:4]1([C:21]2[CH:26]=[CH:25][C:24]([F:27])=[CH:23][CH:22]=2)[O:9][C:8](=[O:10])[N:7]([C@H:11]([C:13]2[CH:18]=[CH:17][C:16]([O:19]C)=[CH:15][CH:14]=2)[CH3:12])[CH2:6][CH2:5]1)[CH:2]=[CH2:3].B(Br)(Br)Br. The catalyst is C(Cl)Cl. The product is [CH2:1]([C@@:4]1([C:21]2[CH:22]=[CH:23][C:24]([F:27])=[CH:25][CH:26]=2)[O:9][C:8](=[O:10])[N:7]([C@H:11]([C:13]2[CH:18]=[CH:17][C:16]([OH:19])=[CH:15][CH:14]=2)[CH3:12])[CH2:6][CH2:5]1)[CH:2]=[CH2:3]. The yield is 0.830. (3) The reactants are [CH2:1]([O:8][CH2:9][C:10]1([CH2:23][OH:24])[CH2:15][CH2:14][N:13]([C:16]([O:18][C:19]([CH3:22])([CH3:21])[CH3:20])=[O:17])[CH2:12][CH2:11]1)[C:2]1[CH:7]=[CH:6][CH:5]=[CH:4][CH:3]=1.[C:25]1(O)[CH:30]=[CH:29][CH:28]=[CH:27][CH:26]=1.C1(P(C2C=CC=CC=2)C2C=CC=CC=2)C=CC=CC=1.N(C(OC(C)C)=O)=NC(OC(C)C)=O. The catalyst is C1(C)C=CC=CC=1. The product is [CH2:1]([O:8][CH2:9][C:10]1([CH2:23][O:24][C:25]2[CH:30]=[CH:29][CH:28]=[CH:27][CH:26]=2)[CH2:11][CH2:12][N:13]([C:16]([O:18][C:19]([CH3:20])([CH3:21])[CH3:22])=[O:17])[CH2:14][CH2:15]1)[C:2]1[CH:7]=[CH:6][CH:5]=[CH:4][CH:3]=1. The yield is 0.960. (4) The reactants are [NH2:1][C:2]1[CH:3]=[C:4]([CH:7]=[C:8]([NH2:18])[C:9]=1[C:10]1[C:11](F)=[N:12][CH:13]=[C:14]([CH3:16])[CH:15]=1)[C:5]#[N:6]. The catalyst is O1CCOCC1.[Cl-].[NH+]1C=CC=CC=1. The product is [NH2:1][C:2]1[CH:3]=[C:4]([C:5]#[N:6])[CH:7]=[C:8]2[C:9]=1[C:10]1[CH:15]=[C:14]([CH3:16])[CH:13]=[N:12][C:11]=1[NH:18]2. The yield is 0.870. (5) The reactants are [NH2:1][C@@H:2]1[C:5](=[O:6])[NH:4][C@@H:3]1[CH2:7][N:8]1[N:12]=[C:11]([CH2:13][N:14]([C:22]([N:31]2[CH2:34][CH:33]([CH2:35][NH:36][C:37]([O:39][C:40]([CH3:43])([CH3:42])[CH3:41])=[O:38])[CH2:32]2)=[N:23][C:24]([O:26][C:27]([CH3:30])([CH3:29])[CH3:28])=[O:25])[C:15](=[O:21])[O:16][C:17]([CH3:20])([CH3:19])[CH3:18])[CH:10]=[N:9]1.[CH:44]([O:57][C:58]([C:60]1([O:63]/[N:64]=[C:65](/[C:69]2[N:70]=[C:71]([NH:74][C:75]([O:77][C:78]([CH3:81])([CH3:80])[CH3:79])=[O:76])[S:72][CH:73]=2)\[C:66](O)=[O:67])[CH2:62][CH2:61]1)=[O:59])([C:51]1[CH:56]=[CH:55][CH:54]=[CH:53][CH:52]=1)[C:45]1[CH:50]=[CH:49][CH:48]=[CH:47][CH:46]=1.CN(C(ON1N=NC2C=CC=NC1=2)=[N+](C)C)C.F[P-](F)(F)(F)(F)F.CCN(C(C)C)C(C)C. The catalyst is C(Cl)Cl.CN(C=O)C. The product is [C:17]([O:16][C:15]([N:14]([CH2:13][C:11]1[CH:10]=[N:9][N:8]([CH2:7][C@@H:3]2[C@H:2]([NH:1][C:66](=[O:67])/[C:65](=[N:64]\[O:63][C:60]3([C:58]([O:57][CH:44]([C:45]4[CH:50]=[CH:49][CH:48]=[CH:47][CH:46]=4)[C:51]4[CH:56]=[CH:55][CH:54]=[CH:53][CH:52]=4)=[O:59])[CH2:62][CH2:61]3)/[C:69]3[N:70]=[C:71]([NH:74][C:75]([O:77][C:78]([CH3:81])([CH3:80])[CH3:79])=[O:76])[S:72][CH:73]=3)[C:5](=[O:6])[NH:4]2)[N:12]=1)[C:22]([N:31]1[CH2:34][CH:33]([CH2:35][NH:36][C:37]([O:39][C:40]([CH3:43])([CH3:42])[CH3:41])=[O:38])[CH2:32]1)=[N:23][C:24]([O:26][C:27]([CH3:29])([CH3:30])[CH3:28])=[O:25])=[O:21])([CH3:20])([CH3:18])[CH3:19]. The yield is 0.760. (6) The reactants are IC1C=C(C2CCNCC2)N(C(C)C)N=1.[F:16][C:17]1([F:41])[CH2:21][CH2:20][CH:19]([N:22]2[C:26]([CH:27]3[CH2:32][CH2:31][N:30](C(OC(C)(C)C)=O)[CH2:29][CH2:28]3)=[CH:25][C:24]([I:40])=[N:23]2)[CH2:18]1. No catalyst specified. The product is [F:41][C:17]1([F:16])[CH2:21][CH2:20][CH:19]([N:22]2[C:26]([CH:27]3[CH2:28][CH2:29][NH:30][CH2:31][CH2:32]3)=[CH:25][C:24]([I:40])=[N:23]2)[CH2:18]1. The yield is 1.00. (7) The reactants are C([O-])(=O)C.[NH4+].[OH:6][C:7]1[CH:8]=[C:9]([CH:12]=[CH:13][C:14]=1[OH:15])[CH:10]=O.[N+:16]([CH3:19])([O-:18])=[O:17]. No catalyst specified. The product is [N+:16]([CH:19]=[CH:10][C:9]1[CH:8]=[C:7]([OH:6])[C:14]([OH:15])=[CH:13][CH:12]=1)([O-:18])=[O:17]. The yield is 0.610.